Dataset: Reaction yield outcomes from USPTO patents with 853,638 reactions. Task: Predict the reaction yield, written as a fraction of the theoretical maximum amount of product (1.0 means a 100% yield; for example, 0.34 means a 34% yield). (1) The reactants are [C:1]([O:5][C:6]([N:8]1[CH2:14][CH2:13][C:12]2[CH:15]=[CH:16][C:17]([O:19][CH3:20])=[CH:18][C:11]=2[CH2:10][CH2:9]1)=[O:7])([CH3:4])([CH3:3])[CH3:2].[N+:21]([O-])([OH:23])=[O:22]. The catalyst is C(O)(=O)C.C(OC(=O)C)(=O)C. The product is [C:1]([O:5][C:6]([N:8]1[CH2:14][CH2:13][C:12]2[CH:15]=[C:16]([N+:21]([O-:23])=[O:22])[C:17]([O:19][CH3:20])=[CH:18][C:11]=2[CH2:10][CH2:9]1)=[O:7])([CH3:4])([CH3:3])[CH3:2]. The yield is 0.250. (2) The reactants are C[O:2][C:3](=O)[NH:4][CH:5]([CH3:14])[CH2:6][C:7]1[CH:12]=[CH:11][CH:10]=[C:9]([Cl:13])[CH:8]=1.N. No catalyst specified. The product is [Cl:13][C:9]1[CH:8]=[C:7]2[C:12](=[CH:11][CH:10]=1)[C:3](=[O:2])[NH:4][CH:5]([CH3:14])[CH2:6]2. The yield is 0.260. (3) The reactants are [Cl:1][C:2]1[CH:3]=[C:4]([C:9]23[C:17](=O)[NH:16][CH2:15][CH:14]2[CH2:13][CH2:12][CH2:11][CH2:10]3)[CH:5]=[CH:6][C:7]=1[Cl:8].B.Cl. The catalyst is C1COCC1. The product is [Cl:1][C:2]1[CH:3]=[C:4]([C:9]23[CH2:10][CH2:11][CH2:12][CH2:13][CH:14]2[CH2:15][NH:16][CH2:17]3)[CH:5]=[CH:6][C:7]=1[Cl:8]. The yield is 0.240. (4) The reactants are Cl[CH2:2][CH2:3][CH2:4][S:5][CH2:6][CH2:7][CH2:8][C:9]([F:15])([F:14])[C:10]([F:13])([F:12])[F:11].[Na+].[I-:17]. No catalyst specified. The product is [I:17][CH2:2][CH2:3][CH2:4][S:5][CH2:6][CH2:7][CH2:8][C:9]([F:15])([F:14])[C:10]([F:13])([F:12])[F:11]. The yield is 0.840. (5) The reactants are [Br:1][C:2]1[CH:3]=[C:4]([CH2:10][CH2:11][C:12]([N:14]([CH3:16])[CH3:15])=O)[C:5]([O:8][CH3:9])=[N:6][CH:7]=1.B.O1CCCC1. The catalyst is C1COCC1. The product is [Br:1][C:2]1[CH:3]=[C:4]([CH2:10][CH2:11][CH2:12][N:14]([CH3:16])[CH3:15])[C:5]([O:8][CH3:9])=[N:6][CH:7]=1. The yield is 0.400. (6) The yield is 0.850. The catalyst is C1COCC1.CN(C)C1C=CN=CC=1.C(OCC)(=O)C. The reactants are [CH2:1]([O:8][C:9]([N:11]1[CH2:16][CH2:15][N:14]([C:17]([O:19][C:20]([CH3:23])([CH3:22])[CH3:21])=[O:18])[CH2:13][CH:12]1[C:24](O)=[O:25])=[O:10])[C:2]1[CH:7]=[CH:6][CH:5]=[CH:4][CH:3]=1.Cl.CN(C)CCCN=C=NCC.[Cl:39][C:40]1[CH:46]=[CH:45][C:43]([NH2:44])=[CH:42][CH:41]=1.C(N(CC)C(C)C)(C)C. The product is [Cl:39][C:40]1[CH:46]=[CH:45][C:43]([NH:44][C:24]([CH:12]2[CH2:13][N:14]([C:17]([O:19][C:20]([CH3:22])([CH3:23])[CH3:21])=[O:18])[CH2:15][CH2:16][N:11]2[C:9]([O:8][CH2:1][C:2]2[CH:3]=[CH:4][CH:5]=[CH:6][CH:7]=2)=[O:10])=[O:25])=[CH:42][CH:41]=1. (7) The reactants are Br[C:2]1[CH:7]=[C:6]([CH3:8])[CH:5]=[C:4]([Br:9])[CH:3]=1.[Cu](C#N)[C:11]#[N:12].N1C=CC=CC=1.N. The catalyst is O.CN(C=O)C. The product is [Br:9][C:4]1[CH:3]=[C:2]([CH:7]=[C:6]([CH3:8])[CH:5]=1)[C:11]#[N:12]. The yield is 0.740. (8) The reactants are [Cl:1][C:2]1[C:3]([F:21])=[C:4]2[CH:10]=[CH:9][N:8]([Si](C(C)C)(C(C)C)C(C)C)[C:5]2=[N:6][CH:7]=1.CCCC[N+](CCCC)(CCCC)CCCC.[F-].C(Cl)Cl. The catalyst is C1COCC1. The product is [Cl:1][C:2]1[C:3]([F:21])=[C:4]2[CH:10]=[CH:9][NH:8][C:5]2=[N:6][CH:7]=1. The yield is 0.890. (9) The reactants are [F:1][C:2]1[CH:7]=[CH:6][C:5]([CH:8]2[O:12][C:11](=O)[N:10](C)[CH:9]2[CH2:15][C:16]2[CH:21]=[CH:20][C:19]([C:22]([F:25])([F:24])[F:23])=[CH:18][CH:17]=2)=[CH:4][CH:3]=1.[OH-].[Na+]. The catalyst is C(O)C.O. The product is [F:1][C:2]1[CH:3]=[CH:4][C:5]([CH:8]([OH:12])[CH:9]([NH:10][CH3:11])[CH2:15][C:16]2[CH:21]=[CH:20][C:19]([C:22]([F:25])([F:24])[F:23])=[CH:18][CH:17]=2)=[CH:6][CH:7]=1. The yield is 0.790.